The task is: Predict the product of the given reaction.. This data is from Forward reaction prediction with 1.9M reactions from USPTO patents (1976-2016). (1) Given the reactants [N:1]1[C:5]2[CH:6]=[CH:7][C:8]([C:10]([OH:12])=O)=[CH:9][C:4]=2[NH:3][CH:2]=1.[CH2:13]([NH2:20])[C:14]1[CH:19]=[CH:18][CH:17]=[CH:16][CH:15]=1, predict the reaction product. The product is: [CH2:13]([NH:20][C:10]([C:8]1[CH:7]=[CH:6][C:5]2[NH:1][CH:2]=[N:3][C:4]=2[CH:9]=1)=[O:12])[C:14]1[CH:19]=[CH:18][CH:17]=[CH:16][CH:15]=1. (2) Given the reactants [CH3:1][O:2][C:3]1[CH:8]=[CH:7][CH:6]=[C:5](N)[CH:4]=1.C[N:11]([CH3:18])[C:12]1[CH:17]=[CH:16][CH:15]=[CH:14][CH:13]=1.[CH3:19]OC1C=CC(C(CBr)=O)=CC=1.Cl, predict the reaction product. The product is: [CH3:1][O:2][C:3]1[C:8]([C:18]2[NH:11][C:12]3[C:13]([CH:19]=2)=[CH:14][CH:15]=[CH:16][CH:17]=3)=[CH:7][CH:6]=[CH:5][CH:4]=1. (3) Given the reactants O.[I-:2].[I-:2].[I-:2].[I-:2].[CH2:6]([C:8]1[C:21]2[C:12](=[S+:13][C:14]3[C:19]([N:20]=2)=[C:18]([CH2:22][CH3:23])[CH:17]=[CH:16][CH:15]=3)[CH:11]=[CH:10][CH:9]=1)[CH3:7].[CH2:22]([C:18]1[C:19]2[C:14](=[S+:13][C:12]3[C:21]([N:20]=2)=[C:8]([CH2:6][CH3:7])[CH:9]=[CH:10][CH:11]=3)[CH:15]=[CH:16][CH:17]=1)[CH3:23].[CH2:22]([C:18]1[C:19]2[C:14](=[S+:13][C:12]3[C:21]([N:20]=2)=[C:8]([CH2:6][CH3:7])[CH:9]=[CH:10][CH:11]=3)[CH:15]=[CH:16][CH:17]=1)[CH3:23].[CH2:22]([C:18]1[C:19]2[C:14](=[S+:13][C:12]3[C:21]([N:20]=2)=[C:8]([CH2:6][CH3:7])[CH:9]=[CH:10][CH:11]=3)[CH:15]=[CH:16][CH:17]=1)[CH3:23].Cl.[N:79]1([S:85]([NH2:88])(=[O:87])=[O:86])[CH2:84][CH2:83][NH:82][CH2:81][CH2:80]1.C(N(CC)CC)C.[NH:96]1[CH2:101][CH2:100][O:99][CH2:98][CH2:97]1, predict the reaction product. The product is: [I-:2].[CH2:22]([C:18]1[C:19]2[C:14](=[S+:13][C:12]3[C:21]([N:20]=2)=[C:8]([CH2:6][CH3:7])[CH:9]=[C:10]([N:82]2[CH2:83][CH2:84][N:79]([S:85](=[O:87])(=[O:86])[NH2:88])[CH2:80][CH2:81]2)[CH:11]=3)[CH:15]=[C:16]([N:96]2[CH2:101][CH2:100][O:99][CH2:98][CH2:97]2)[CH:17]=1)[CH3:23]. (4) Given the reactants C(N(CC)CC)C.[NH2:8][CH2:9][CH2:10][CH2:11][CH2:12][N:13]1[C:21]2[C:20]([CH3:22])=[C:19]([CH3:23])[N:18]=[C:17]([NH2:24])[C:16]=2[N:15]=[C:14]1[CH2:25][CH2:26][CH2:27][CH3:28].[F:29][C:30]1[CH:35]=[CH:34][C:33]([S:36](Cl)(=[O:38])=[O:37])=[CH:32][CH:31]=1, predict the reaction product. The product is: [OH2:37].[NH2:24][C:17]1[C:16]2[N:15]=[C:14]([CH2:25][CH2:26][CH2:27][CH3:28])[N:13]([CH2:12][CH2:11][CH2:10][CH2:9][NH:8][S:36]([C:33]3[CH:34]=[CH:35][C:30]([F:29])=[CH:31][CH:32]=3)(=[O:38])=[O:37])[C:21]=2[C:20]([CH3:22])=[C:19]([CH3:23])[N:18]=1. (5) Given the reactants [Cl:1][C:2]1[C:10]2[N:9]=[C:8]([NH:11][C:12]3[CH:13]=[N:14][C:15]([O:19][CH3:20])=[CH:16][C:17]=3[CH3:18])[N:7]([CH2:21][CH2:22][CH2:23][C:24](OCC)=[O:25])[C:6]=2[C:5]([CH:29]([CH2:32][CH3:33])[CH2:30][CH3:31])=[CH:4][CH:3]=1.[BH4-].[Li+].O, predict the reaction product. The product is: [Cl:1][C:2]1[C:10]2[N:9]=[C:8]([NH:11][C:12]3[CH:13]=[N:14][C:15]([O:19][CH3:20])=[CH:16][C:17]=3[CH3:18])[N:7]([CH2:21][CH2:22][CH2:23][CH2:24][OH:25])[C:6]=2[C:5]([CH:29]([CH2:32][CH3:33])[CH2:30][CH3:31])=[CH:4][CH:3]=1. (6) The product is: [CH2:33]([N:27]1[CH2:26][CH2:25][N:24]([CH2:37][C:38]([NH:40][C:41]2[CH:42]=[C:43]([NH:49][C:50]([C:52]3[CH:57]=[CH:56][C:55]([C:58]4[CH:63]=[CH:62][CH:61]=[CH:60][CH:59]=4)=[CH:54][CH:53]=3)=[O:51])[CH:44]=[CH:45][C:46]=2[O:47][CH3:48])=[O:39])[CH2:29][CH2:28]1)[CH3:32]. Given the reactants COC1C=CC(NC(C2C=CC(C3C=CC=CC=3)=CC=2)=O)=CC=1[NH:24][C:25](=O)[CH2:26][N:27]1[CH2:33][CH:32]2O[CH:29](CC2)[CH2:28]1.Cl[CH2:37][C:38]([NH:40][C:41]1[CH:42]=[C:43]([NH:49][C:50]([C:52]2[CH:57]=[CH:56][C:55]([C:58]3[CH:63]=[CH:62][CH:61]=[CH:60][CH:59]=3)=[CH:54][CH:53]=2)=[O:51])[CH:44]=[CH:45][C:46]=1[O:47][CH3:48])=[O:39].C(N1CCNCC1)C.C(N(CC)CC)C, predict the reaction product.